Dataset: Catalyst prediction with 721,799 reactions and 888 catalyst types from USPTO. Task: Predict which catalyst facilitates the given reaction. Reactant: [CH2:1]([O:8][C:9]([NH:11][CH:12]1[C:20]2[C:15](=[CH:16][C:17]([C:21](OC)=[O:22])=[CH:18][CH:19]=2)[CH2:14][CH2:13]1)=[O:10])[C:2]1[CH:7]=[CH:6][CH:5]=[CH:4][CH:3]=1.[H-].[Al+3].[Li+].[H-].[H-].[H-]. Product: [OH:22][CH2:21][C:17]1[CH:16]=[C:15]2[C:20](=[CH:19][CH:18]=1)[CH:12]([NH:11][C:9](=[O:10])[O:8][CH2:1][C:2]1[CH:3]=[CH:4][CH:5]=[CH:6][CH:7]=1)[CH2:13][CH2:14]2. The catalyst class is: 1.